This data is from Peptide-MHC class II binding affinity with 134,281 pairs from IEDB. The task is: Regression. Given a peptide amino acid sequence and an MHC pseudo amino acid sequence, predict their binding affinity value. This is MHC class II binding data. The peptide sequence is EKKYFAATQFEPYAA. The MHC is DRB1_1001 with pseudo-sequence DRB1_1001. The binding affinity (normalized) is 0.765.